Regression. Given a peptide amino acid sequence and an MHC pseudo amino acid sequence, predict their binding affinity value. This is MHC class II binding data. From a dataset of Peptide-MHC class II binding affinity with 134,281 pairs from IEDB. (1) The peptide sequence is KLRFTCLSSTGSSCL. The MHC is DRB1_1101 with pseudo-sequence DRB1_1101. The binding affinity (normalized) is 0.422. (2) The peptide sequence is LYKYKVVKIEPLGVAPTKAK. The MHC is H-2-IAb with pseudo-sequence H-2-IAb. The binding affinity (normalized) is 0.488.